This data is from Experimentally validated miRNA-target interactions with 360,000+ pairs, plus equal number of negative samples. The task is: Binary Classification. Given a miRNA mature sequence and a target amino acid sequence, predict their likelihood of interaction. (1) The miRNA is hsa-miR-625-3p with sequence GACUAUAGAACUUUCCCCCUCA. The protein sequence of the target gene is MSTGGDFGNPLRKFKLVFLGEQSVGKTSLITRFMYDSFDNTYQATIGIDFLSKTMYLEDRTVRLQLWDTAGQERFRSLIPSYIRDSTVAVVVYDITNVNSFQQTTKWIDDVRTERGSDVIIMLVGNKTDLADKRQVSIEEGERKAKELNVMFIETSAKAGYNVKQLFRRVAAALPGMESTQDRSREDMIDIKLEKPQEQPVSEGGCSC. Result: 0 (no interaction). (2) The miRNA is hsa-miR-1915-5p with sequence ACCUUGCCUUGCUGCCCGGGCC. The protein sequence of the target gene is MNLRLCVQALLLLWLSLTAVCGVPLMLPPDGTGLEEGSMRYLVKPRTSRTGPGAWQGGRRKFRRQRPRLSHKGPMPF. Result: 0 (no interaction). (3) The miRNA is hsa-miR-6761-5p with sequence UCUGAGAGAGCUCGAUGGCAG. The protein sequence of the target gene is MDSDSGEQSEGEPGTAAGPHVFSSKNLALQAQKKILSKIASKTVANMLIDDTSSEIFDELYKVTEIHTHNKKEAHKIMKDAIKVAIKIGILYRNKQFSQEEVIIVEKLRKKLNQTAMTMVSFYEVEYTFDTNVLSKLLHECKDLVHELVQRHLTPRTHGRINHVFNHFADVEFLSTLYGPHGNCRPNLKRICEGINKLLDDKIL. Result: 0 (no interaction). (4) The miRNA is hsa-miR-766-5p with sequence AGGAGGAAUUGGUGCUGGUCUU. The protein sequence of the target gene is MAPPSAPLPAQGPGKARPSRKRGRRPRALKFVDVAVYFSPEEWGCLRPAQRALYRDVMRETYGHLGALGCAGPKPALISWLERNTDDWEPAALDPQEYPRGLTVQRKSRTRKKNGEKEVFPPKEAPRKGKRGRRPSKPRLIPRQTSGGPICPDCGCTFPDHQALESHKCAQNLKKPYPCPDCGRRFSYPSLLVSHRRAHSGECPYVCDQCGKRFSQRKNLSQHQVIHTGEKPYHCPDCGRCFRRSRSLANHRTTHTGEKPHQCPSCGRRFAYPSLLAIHQRTHTGEKPYTCLECNRRFRQ.... Result: 1 (interaction). (5) The miRNA is hsa-miR-512-5p with sequence CACUCAGCCUUGAGGGCACUUUC. The protein sequence of the target gene is MAAQPPRPVGERSMGSSREAARAPARSPAWASTQASTPGAALAVQRESPESGLQKHYSNLCMEKSQKINPFILHILQEVDEEIKKGLAAGITLNIAGNNRLVPVERVTGEDFWILSKILKNCLYINGLDVGYNLLCDVGAYYAAKLLQKQLNLIYLNLMFNDIGPEGGELIAKVLHKNRTLKYLRMTGNKIENKGGMFFAAMLQINSSLEKLDLGDCDLGMQSVIAFATVLTQNQAIKAINLNRPILYSEQEESTVHVGRMLKENHCLVALHMCKHDIKNSGIQQLCDALYLNSSLRYLD.... Result: 0 (no interaction).